From a dataset of Catalyst prediction with 721,799 reactions and 888 catalyst types from USPTO. Predict which catalyst facilitates the given reaction. (1) Reactant: [CH3:1][C:2]1[C:7]([O:8][C:9]2[N:14]=[CH:13][C:12]([NH:15][C:16]([C:18]3[C:26]4[C:21](=[CH:22][CH:23]=[CH:24][CH:25]=4)[NH:20][CH:19]=3)=[O:17])=[CH:11][CH:10]=2)=[CH:6][CH:5]=[CH:4][N:3]=1.[CH3:27][C:28]([O:31][C:32](O[C:32]([O:31][C:28]([CH3:30])([CH3:29])[CH3:27])=[O:33])=[O:33])([CH3:30])[CH3:29].C(N(CC)CC)C. Product: [C:28]([O:31][C:32]([N:20]1[C:21]2[C:26](=[CH:25][CH:24]=[CH:23][CH:22]=2)[C:18]([C:16](=[O:17])[NH:15][C:12]2[CH:13]=[N:14][C:9]([O:8][C:7]3[C:2]([CH3:1])=[N:3][CH:4]=[CH:5][CH:6]=3)=[CH:10][CH:11]=2)=[CH:19]1)=[O:33])([CH3:30])([CH3:29])[CH3:27]. The catalyst class is: 4. (2) Reactant: [C:1]([O:5][C:6]([N:8]1[CH2:13][CH2:12][CH:11]([C:14]2[CH:15]=[C:16]3[C:25](=[CH:26][C:27]=2Br)[O:24][CH2:23][C:22]2[N:17]3[CH:18]([CH3:30])[C:19](=[O:29])[NH:20][N:21]=2)[CH2:10][CH2:9]1)=[O:7])([CH3:4])([CH3:3])[CH3:2].[C:31]1(B(O)O)[CH:36]=[CH:35][CH:34]=[CH:33][CH:32]=1.C([O-])([O-])=O.[K+].[K+]. Product: [C:1]([O:5][C:6]([N:8]1[CH2:13][CH2:12][CH:11]([C:14]2[C:27]([C:31]3[CH:36]=[CH:35][CH:34]=[CH:33][CH:32]=3)=[CH:26][C:25]3[O:24][CH2:23][C:22]4=[N:21][NH:20][C:19](=[O:29])[CH:18]([CH3:30])[N:17]4[C:16]=3[CH:15]=2)[CH2:10][CH2:9]1)=[O:7])([CH3:4])([CH3:3])[CH3:2]. The catalyst class is: 38. (3) Reactant: Cl[C:2]1[CH:7]=[CH:6][C:5]([C:8](=[O:14])[CH2:9][CH2:10][C:11]([OH:13])=[O:12])=[CH:4][C:3]=1[N+:15]([O-:17])=[O:16].C(O)(=O)C.[CH3:22][NH2:23]. Product: [CH3:22][NH:23][C:2]1[CH:7]=[CH:6][C:5]([C:8](=[O:14])[CH2:9][CH2:10][C:11]([OH:13])=[O:12])=[CH:4][C:3]=1[N+:15]([O-:17])=[O:16]. The catalyst class is: 6.